From a dataset of Catalyst prediction with 721,799 reactions and 888 catalyst types from USPTO. Predict which catalyst facilitates the given reaction. (1) Reactant: [N:1]1([C:5]2[CH:10]=[CH:9][C:8]([N+:11]([O-])=O)=[CH:7][N:6]=2)[CH2:4][CH2:3][CH2:2]1. Product: [N:1]1([C:5]2[N:6]=[CH:7][C:8]([NH2:11])=[CH:9][CH:10]=2)[CH2:4][CH2:3][CH2:2]1. The catalyst class is: 19. (2) Reactant: [CH3:1][O:2][C:3]([C@H:5]1[C@H:9]([C:10]2[CH:15]=[CH:14][CH:13]=[C:12]([Br:16])[CH:11]=2)[CH2:8][N:7](CC2C=CC=CC=2)[CH2:6]1)=[O:4]. Product: [CH3:1][O:2][C:3]([C@H:5]1[C@H:9]([C:10]2[CH:15]=[CH:14][CH:13]=[C:12]([Br:16])[CH:11]=2)[CH2:8][NH:7][CH2:6]1)=[O:4]. The catalyst class is: 293. (3) Reactant: C([Li])CCC.C(NC(C)C)(C)C.[S:13]1[CH:17]=[CH:16][CH:15]=[C:14]1[C:18]([OH:20])=[O:19].[CH3:21][C:22]([S:25]([N:27]=[C:28]1[CH2:31][O:30][CH2:29]1)=[O:26])([CH3:24])[CH3:23]. Product: [CH3:23][C:22]([CH3:24])([S:25]([NH:27][C:28]1([C:17]2[S:13][C:14]([C:18]([OH:20])=[O:19])=[CH:15][CH:16]=2)[CH2:31][O:30][CH2:29]1)=[O:26])[CH3:21]. The catalyst class is: 7.